From a dataset of NCI-60 drug combinations with 297,098 pairs across 59 cell lines. Regression. Given two drug SMILES strings and cell line genomic features, predict the synergy score measuring deviation from expected non-interaction effect. (1) Drug 1: C1=CC=C(C=C1)NC(=O)CCCCCCC(=O)NO. Drug 2: C1CN(P(=O)(OC1)NCCCl)CCCl. Cell line: SF-268. Synergy scores: CSS=4.96, Synergy_ZIP=-3.02, Synergy_Bliss=-3.11, Synergy_Loewe=-16.0, Synergy_HSA=-4.21. (2) Drug 1: CN(C(=O)NC(C=O)C(C(C(CO)O)O)O)N=O. Drug 2: C1C(C(OC1N2C=NC3=C2NC=NCC3O)CO)O. Cell line: RXF 393. Synergy scores: CSS=66.6, Synergy_ZIP=-1.92, Synergy_Bliss=-2.86, Synergy_Loewe=1.39, Synergy_HSA=0.711. (3) Drug 1: CCN(CC)CCNC(=O)C1=C(NC(=C1C)C=C2C3=C(C=CC(=C3)F)NC2=O)C. Drug 2: CC12CCC3C(C1CCC2OP(=O)(O)O)CCC4=C3C=CC(=C4)OC(=O)N(CCCl)CCCl.[Na+]. Cell line: LOX IMVI. Synergy scores: CSS=-9.68, Synergy_ZIP=2.21, Synergy_Bliss=-4.37, Synergy_Loewe=-7.33, Synergy_HSA=-8.44.